Dataset: Catalyst prediction with 721,799 reactions and 888 catalyst types from USPTO. Task: Predict which catalyst facilitates the given reaction. (1) Reactant: [CH3:1][O:2][C:3](=[O:23])[C:4]([NH:19][C:20](=O)C)=[CH:5][C:6]1[CH:11]=[CH:10][CH:9]=[C:8]([F:12])[C:7]=1C1OCCCO1.C1(C)C=CC(S([O-])(=O)=O)=CC=1.[NH+]1C=CC=CC=1. Product: [CH3:1][O:2][C:3]([C:4]1[N:19]=[CH:20][C:7]2[C:6]([CH:5]=1)=[CH:11][CH:10]=[CH:9][C:8]=2[F:12])=[O:23]. The catalyst class is: 95. (2) Reactant: [Si]([O:8][CH2:9][C:10]1[CH:15]=[C:14]([F:16])[C:13]([O:17][CH2:18][O:19][CH3:20])=[CH:12][N:11]=1)(C(C)(C)C)(C)C.[Cl-].[NH4+]. Product: [F:16][C:14]1[C:13]([O:17][CH2:18][O:19][CH3:20])=[CH:12][N:11]=[C:10]([CH2:9][OH:8])[CH:15]=1. The catalyst class is: 1. (3) Reactant: [H-].[Na+].[NH:3]1[CH:7]=[CH:6][C:5]([NH2:8])=[N:4]1.Br[CH2:10][CH2:11][CH2:12][O:13][CH2:14][C:15]1[CH:20]=[CH:19][CH:18]=[CH:17][CH:16]=1.C(=O)(O)[O-].[Na+]. Product: [CH2:14]([O:13][CH2:12][CH2:11][CH2:10][N:3]1[CH:7]=[CH:6][C:5]([NH2:8])=[N:4]1)[C:15]1[CH:20]=[CH:19][CH:18]=[CH:17][CH:16]=1. The catalyst class is: 163. (4) Reactant: CN(OC)[C:3]([C:5]1[S:6][C:7]([C:18]2[CH:23]=[CH:22][CH:21]=[CH:20][CH:19]=2)=[C:8]([C:10]2[CH:15]=[CH:14][C:13]([Cl:16])=[CH:12][C:11]=2[Cl:17])[N:9]=1)=[O:4].[Li][CH2:27][CH2:28][CH2:29][CH3:30].Cl. Product: [Cl:17][C:11]1[CH:12]=[C:13]([Cl:16])[CH:14]=[CH:15][C:10]=1[C:8]1[N:9]=[C:5]([C:3](=[O:4])[CH2:27][CH2:28][CH2:29][CH3:30])[S:6][C:7]=1[C:18]1[CH:19]=[CH:20][CH:21]=[CH:22][CH:23]=1. The catalyst class is: 1. (5) Reactant: [Cl:1][C:2]1[CH:10]=[N:9][CH:8]=[CH:7][C:3]=1[C:4](Cl)=[O:5].CN(C=O)C.[NH2:16][C:17]1[C:18]([OH:27])=[N:19][CH:20]=[C:21]([C:23]([F:26])([F:25])[F:24])[CH:22]=1.C(N(CC)CC)C. Product: [Cl:1][C:2]1[CH:10]=[N:9][CH:8]=[CH:7][C:3]=1[C:4]([NH:16][C:17]1[C:18]([OH:27])=[N:19][CH:20]=[C:21]([C:23]([F:26])([F:24])[F:25])[CH:22]=1)=[O:5]. The catalyst class is: 6. (6) Reactant: Br[C:2]1[C:3]([O:22][CH2:23][CH2:24][O:25][CH3:26])=[N:4][CH:5]=[C:6]([CH:21]=1)[C:7]([NH:9][C:10]1[CH:15]=[CH:14][C:13]([O:16][C:17]([F:20])([F:19])[F:18])=[CH:12][CH:11]=1)=[O:8].CC1(C)C(C)(C)OB([C:35]2[CH:36]=[N:37][CH:38]=[N:39][CH:40]=2)O1.C1(C)C=CC=CC=1.[O-]P([O-])([O-])=O.[K+].[K+].[K+]. Product: [CH3:26][O:25][CH2:24][CH2:23][O:22][C:3]1[C:2]([C:35]2[CH:36]=[N:37][CH:38]=[N:39][CH:40]=2)=[CH:21][C:6]([C:7]([NH:9][C:10]2[CH:15]=[CH:14][C:13]([O:16][C:17]([F:20])([F:19])[F:18])=[CH:12][CH:11]=2)=[O:8])=[CH:5][N:4]=1. The catalyst class is: 694. (7) Reactant: [Cl:1][C:2]1[CH:3]=[C:4]([CH:9]2[CH:15]([CH2:16][OH:17])[O:14][CH2:13][CH2:12][N:11]([C:18]([O:20][C:21]([CH3:24])([CH3:23])[CH3:22])=[O:19])[CH2:10]2)[CH:5]=[CH:6][C:7]=1[Cl:8].C(N(CC)CC)C.[CH3:32][S:33](Cl)(=[O:35])=[O:34].O. Product: [Cl:1][C:2]1[CH:3]=[C:4]([CH:9]2[CH:15]([CH2:16][O:17][S:33]([CH3:32])(=[O:35])=[O:34])[O:14][CH2:13][CH2:12][N:11]([C:18]([O:20][C:21]([CH3:24])([CH3:23])[CH3:22])=[O:19])[CH2:10]2)[CH:5]=[CH:6][C:7]=1[Cl:8]. The catalyst class is: 1. (8) Reactant: [Cl:1][C:2]1[CH:3]=[N:4][CH:5]=[CH:6][C:7]=1[O:8][CH3:9].C1C=C(Cl)C=C(C(OO)=[O:18])C=1. Product: [Cl:1][C:2]1[CH:3]=[N+:4]([O-:18])[CH:5]=[CH:6][C:7]=1[O:8][CH3:9]. The catalyst class is: 2. (9) The catalyst class is: 7. Product: [OH:12][CH2:11][C:4]1([C:7]([O:9][CH3:10])=[O:8])[CH2:5][CH2:6][O:1][CH2:2][CH2:3]1. Reactant: [O:1]1[CH2:6][CH2:5][C:4]([C:11](OC)=[O:12])([C:7]([O:9][CH3:10])=[O:8])[CH2:3][CH2:2]1.S([O-])([O-])(=O)=O.[Na+].[Na+].